From a dataset of CYP2C19 inhibition data for predicting drug metabolism from PubChem BioAssay. Regression/Classification. Given a drug SMILES string, predict its absorption, distribution, metabolism, or excretion properties. Task type varies by dataset: regression for continuous measurements (e.g., permeability, clearance, half-life) or binary classification for categorical outcomes (e.g., BBB penetration, CYP inhibition). Dataset: cyp2c19_veith. (1) The molecule is O=c1n(-c2ccccc2)c(=O)n2n1CC[C@H]1/C(=N\OCc3ccccc3)[C@H]3O[C@@H]3[C@@H](O)[C@@H]12. The result is 0 (non-inhibitor). (2) The compound is CCOC(=O)Nc1sc(C(=O)N(C)C)c(C)c1C(=O)OCC. The result is 1 (inhibitor). (3) The drug is COc1cc2c3c(c1OC)C1(C=CC(=O)C=C1)CC3N(C(=O)c1ccccc1)CC2. The result is 1 (inhibitor). (4) The compound is COc1ccccc1CN1CC[C@@]2(CCCN(S(C)(=O)=O)C2)C1. The result is 0 (non-inhibitor). (5) The drug is CN(C)c1ncc2nc(-c3cccs3)c(=O)n(CCC#N)c2n1. The result is 0 (non-inhibitor). (6) The compound is CCOC(=O)c1[nH]c(C)c(CN(CCc2ccccc2)C(=O)CCC(=O)O)c1C. The result is 0 (non-inhibitor). (7) The molecule is CO[C@@H]1COC(=O)CCC[C@@H](C)[C@H](OC)COC(=O)CCC[C@H]1C. The result is 0 (non-inhibitor).